This data is from Catalyst prediction with 721,799 reactions and 888 catalyst types from USPTO. The task is: Predict which catalyst facilitates the given reaction. Reactant: [CH3:1][CH:2]([CH3:60])[C@H:3]([NH:55][C:56](=[O:59])[O:57][CH3:58])[C:4]([N:6]1[CH2:10][CH2:9][CH2:8][C@H:7]1[C:11]1[NH:12][CH:13]=[C:14]([C:16]2[CH:21]=[CH:20][C:19]([C:22]3[CH:27]=[CH:26][C:25]([C:28](=O)[CH2:29][NH:30][C:31]([CH:33]4[CH2:37][CH2:36][C:35]5([CH2:42][CH2:41][O:40][CH2:39][CH2:38]5)[N:34]4[C:43](=[O:53])[C@@H:44]([NH:48][C:49]([O:51][CH3:52])=[O:50])[CH:45]([CH3:47])[CH3:46])=O)=[CH:24][CH:23]=3)=[CH:18][CH:17]=2)[N:15]=1)=[O:5].C([O-])(=O)C.[NH4+:65]. Product: [CH3:60][CH:2]([CH3:1])[C@H:3]([NH:55][C:56](=[O:59])[O:57][CH3:58])[C:4]([N:6]1[CH2:10][CH2:9][CH2:8][C@H:7]1[C:11]1[NH:12][CH:13]=[C:14]([C:16]2[CH:17]=[CH:18][C:19]([C:22]3[CH:23]=[CH:24][C:25]([C:28]4[N:65]=[C:31]([CH:33]5[CH2:37][CH2:36][C:35]6([CH2:38][CH2:39][O:40][CH2:41][CH2:42]6)[N:34]5[C:43](=[O:53])[C@@H:44]([NH:48][C:49]([O:51][CH3:52])=[O:50])[CH:45]([CH3:47])[CH3:46])[NH:30][CH:29]=4)=[CH:26][CH:27]=3)=[CH:20][CH:21]=2)[N:15]=1)=[O:5]. The catalyst class is: 12.